Dataset: Reaction yield outcomes from USPTO patents with 853,638 reactions. Task: Predict the reaction yield, written as a fraction of the theoretical maximum amount of product (1.0 means a 100% yield; for example, 0.34 means a 34% yield). (1) The reactants are [H-].[Na+].[F:3][C:4]1[CH:20]=[CH:19][C:7]([C:8]([NH:10][CH2:11][CH2:12][C:13]2[O:14][C:15]([CH3:18])=[CH:16][CH:17]=2)=[O:9])=[CH:6][CH:5]=1.I[CH3:22]. The catalyst is C1COCC1. The product is [F:3][C:4]1[CH:5]=[CH:6][C:7]([C:8]([N:10]([CH3:22])[CH2:11][CH2:12][C:13]2[O:14][C:15]([CH3:18])=[CH:16][CH:17]=2)=[O:9])=[CH:19][CH:20]=1. The yield is 0.840. (2) The reactants are C(NC(C)C)(C)C.C([Li])CCC.[C:13]([O:16][CH3:17])(=[O:15])[CH3:14].[CH3:18][C:19](=[N:25][S@:26]([C:28]([CH3:31])([CH3:30])[CH3:29])=[O:27])[CH2:20][C@@H:21]([CH3:24])[CH2:22][CH3:23]. The catalyst is C1COCC1.CC(C)[O-].CC(C)[O-].CC(C)[O-].Cl[Ti+3]. The product is [CH3:17][O:16][C:13](=[O:15])[CH2:14][C@@:19]([CH3:18])([NH:25][S@:26]([C:28]([CH3:30])([CH3:29])[CH3:31])=[O:27])[CH2:20][C@@H:21]([CH3:24])[CH2:22][CH3:23]. The yield is 0.620. (3) The reactants are [Si]([O:8][C@H:9]([C@H:11]1[NH:16][C:15]([CH3:18])([CH3:17])[CH2:14][CH:13]([O:19][C:20]2[N:21]=[N:22][C:23]([C:26]3[CH:31]=[CH:30][C:29]([N:32]4[CH:36]=[CH:35][CH:34]=[N:33]4)=[CH:28][C:27]=3[O:37]C)=[CH:24][CH:25]=2)[CH2:12]1)[CH3:10])(C(C)(C)C)(C)C.B(Br)(Br)Br. The catalyst is C(Cl)Cl. The product is [OH:8][C@H:9]([C@H:11]1[NH:16][C:15]([CH3:18])([CH3:17])[CH2:14][CH:13]([O:19][C:20]2[N:21]=[N:22][C:23]([C:26]3[CH:31]=[CH:30][C:29]([N:32]4[CH:36]=[CH:35][CH:34]=[N:33]4)=[CH:28][C:27]=3[OH:37])=[CH:24][CH:25]=2)[CH2:12]1)[CH3:10]. The yield is 0.280.